From a dataset of Peptide-MHC class I binding affinity with 185,985 pairs from IEDB/IMGT. Regression. Given a peptide amino acid sequence and an MHC pseudo amino acid sequence, predict their binding affinity value. This is MHC class I binding data. (1) The peptide sequence is VVLSWAPPV. The MHC is HLA-B35:01 with pseudo-sequence HLA-B35:01. The binding affinity (normalized) is 0.00621. (2) The peptide sequence is ATPYDINFML. The MHC is Mamu-A01 with pseudo-sequence Mamu-A01. The binding affinity (normalized) is 0.928. (3) The peptide sequence is RAPHLPPQW. The MHC is HLA-A26:01 with pseudo-sequence HLA-A26:01. The binding affinity (normalized) is 0.213. (4) The binding affinity (normalized) is 0.358. The peptide sequence is TIDNIVTSL. The MHC is HLA-A02:03 with pseudo-sequence HLA-A02:03. (5) The peptide sequence is SGVYMGNL. The MHC is H-2-Kb with pseudo-sequence H-2-Kb. The binding affinity (normalized) is 0.634. (6) The peptide sequence is STSPTRTWK. The MHC is HLA-A03:01 with pseudo-sequence HLA-A03:01. The binding affinity (normalized) is 0.824. (7) The peptide sequence is QAISPRTLNAW. The MHC is HLA-B08:01 with pseudo-sequence HLA-B08:01. The binding affinity (normalized) is 0.0766.